This data is from Reaction yield outcomes from USPTO patents with 853,638 reactions. The task is: Predict the reaction yield, written as a fraction of the theoretical maximum amount of product (1.0 means a 100% yield; for example, 0.34 means a 34% yield). (1) The reactants are [O:1]1[CH2:5][CH2:4][O:3][CH:2]1[C:6]1[CH:14]=[CH:13][C:9]([C:10](O)=O)=[C:8]([F:15])[CH:7]=1.C(N1C=CN=C1)(N1C=CN=C1)=O.Cl.Cl.[NH2:30][C:31]1[C:39]([NH2:40])=[CH:38][CH:37]=[CH:36][C:32]=1[C:33]([NH2:35])=[O:34]. The catalyst is N1C=CC=CC=1.CN(C)C=O. The product is [O:1]1[CH2:5][CH2:4][O:3][CH:2]1[C:6]1[CH:14]=[CH:13][C:9]([C:10]2[NH:40][C:39]3[CH:38]=[CH:37][CH:36]=[C:32]([C:33]([NH2:35])=[O:34])[C:31]=3[N:30]=2)=[C:8]([F:15])[CH:7]=1. The yield is 0.220. (2) The reactants are Br[C:2]1[CH:7]=[CH:6][C:5]([N:8]2[CH2:12][CH2:11][CH2:10][C:9]2=[O:13])=[CH:4][CH:3]=1.[CH3:14][O:15][C:16]([C:18]1[C:26]2[C:21](=[CH:22][C:23]([Cl:35])=[C:24](B3OCC(C)(C)CO3)[CH:25]=2)[NH:20][CH:19]=1)=[O:17].C([O-])(=O)C.[K+]. The catalyst is O1CCOCC1. The product is [Cl:35][C:23]1[CH:22]=[C:21]2[C:26]([C:18]([C:16]([O:15][CH3:14])=[O:17])=[CH:19][NH:20]2)=[CH:25][C:24]=1[C:2]1[CH:7]=[CH:6][C:5]([N:8]2[CH2:12][CH2:11][CH2:10][C:9]2=[O:13])=[CH:4][CH:3]=1. The yield is 0.610. (3) The reactants are [Cl:1][C:2]1[CH:27]=[CH:26][C:5]([CH2:6][N:7]2[C:12](SCC)=[N:11][C:10](=[O:16])[N:9]([CH2:17][C@@H:18]([C:21]([O:23][CH3:24])=[O:22])[O:19][CH3:20])[C:8]2=[O:25])=[CH:4][CH:3]=1.[CH3:28][C:29]1[CH:30]=[C:31]([CH:33]=[CH:34][C:35]=1[O:36][CH:37]([CH3:39])[CH3:38])[NH2:32].C(O)(=O)C.C(=O)(O)[O-].[Na+]. The catalyst is C(O)(C)(C)C. The product is [Cl:1][C:2]1[CH:3]=[CH:4][C:5]([CH2:6][N:7]2[C:12](=[N:32][C:31]3[CH:33]=[CH:34][C:35]([O:36][CH:37]([CH3:38])[CH3:39])=[C:29]([CH3:28])[CH:30]=3)[NH:11][C:10](=[O:16])[N:9]([CH2:17][C@@H:18]([C:21]([O:23][CH3:24])=[O:22])[O:19][CH3:20])[C:8]2=[O:25])=[CH:26][CH:27]=1. The yield is 0.970. (4) The reactants are Cl[C:2]1[C:7]([C:8]#[N:9])=[CH:6][N:5]=[C:4]2[C:10]3[CH:16]=[CH:15][CH:14]=[CH:13][C:11]=3[O:12][C:3]=12.[Br:17][C:18]1[CH:19]=[C:20]([CH:22]=[CH:23][CH:24]=1)[NH2:21]. The catalyst is C(OCCO)C. The product is [Br:17][C:18]1[CH:19]=[C:20]([NH:21][C:2]2[C:7]([C:8]#[N:9])=[CH:6][N:5]=[C:4]3[C:10]4[CH:16]=[CH:15][CH:14]=[CH:13][C:11]=4[O:12][C:3]=23)[CH:22]=[CH:23][CH:24]=1. The yield is 0.420. (5) The reactants are [CH2:1](Br)[C:2]1[CH:7]=[CH:6][CH:5]=[CH:4][CH:3]=1.[Cl:9][C:10]1[CH:15]=[CH:14][C:13]([OH:16])=[C:12]([N+:17]([O-:19])=[O:18])[CH:11]=1.C(=O)([O-])[O-].[K+].[K+]. The catalyst is CN(C)C=O.C(OCC)C.O. The product is [CH2:1]([O:16][C:13]1[CH:14]=[CH:15][C:10]([Cl:9])=[CH:11][C:12]=1[N+:17]([O-:19])=[O:18])[C:2]1[CH:7]=[CH:6][CH:5]=[CH:4][CH:3]=1. The yield is 0.940. (6) The reactants are Cl[C:2]1[N:6]([CH3:7])[N:5]=[CH:4][C:3]=1[N+:8]([O-:10])=[O:9].[O:11]1[CH2:16][CH2:15][CH:14]([CH2:17][OH:18])[CH2:13][CH2:12]1.[H-].[Na+]. The catalyst is CN(C=O)C. The product is [CH3:7][N:6]1[C:2]([O:18][CH2:17][CH:14]2[CH2:15][CH2:16][O:11][CH2:12][CH2:13]2)=[C:3]([N+:8]([O-:10])=[O:9])[CH:4]=[N:5]1. The yield is 0.480. (7) The reactants are Cl.[O:2]([C:9]1[CH:14]=[CH:13][C:12]([N:15]2[CH2:20][CH2:19][CH:18]([NH2:21])[CH2:17][CH2:16]2)=[CH:11][CH:10]=1)[C:3]1[CH:8]=[CH:7][CH:6]=[CH:5][CH:4]=1.[C:22](OC(=O)C)(=[O:24])[CH3:23]. No catalyst specified. The product is [O:2]([C:9]1[CH:14]=[CH:13][C:12]([N:15]2[CH2:20][CH2:19][CH:18]([NH:21][C:22](=[O:24])[CH3:23])[CH2:17][CH2:16]2)=[CH:11][CH:10]=1)[C:3]1[CH:8]=[CH:7][CH:6]=[CH:5][CH:4]=1. The yield is 0.800. (8) The reactants are [CH3:1][S:2][C:3]1[CH:4]=[C:5]([OH:12])[CH:6]=[CH:7][C:8]=1[N+:9]([O-])=O. The catalyst is C(O)(=O)C.C(O)C.[Fe]. The product is [NH2:9][C:8]1[CH:7]=[CH:6][C:5]([OH:12])=[CH:4][C:3]=1[S:2][CH3:1]. The yield is 0.530. (9) The reactants are C(O[BH-](OC(=O)C)OC(=O)C)(=O)C.[Na+].O=[C:16]([CH3:35])[CH2:17][CH2:18][C:19]1[CH:34]=[CH:33][C:22]([O:23][C:24]2[CH:32]=[CH:31][C:27]([C:28]([NH2:30])=[O:29])=[CH:26][N:25]=2)=[CH:21][CH:20]=1.[CH2:36]([NH2:43])[C:37]1[CH:42]=[CH:41][CH:40]=[CH:39][CH:38]=1.C(O)(=O)C. The catalyst is CO.ClCCCl. The product is [CH2:36]([NH:43][CH:16]([CH3:35])[CH2:17][CH2:18][C:19]1[CH:34]=[CH:33][C:22]([O:23][C:24]2[CH:32]=[CH:31][C:27]([C:28]([NH2:30])=[O:29])=[CH:26][N:25]=2)=[CH:21][CH:20]=1)[C:37]1[CH:42]=[CH:41][CH:40]=[CH:39][CH:38]=1. The yield is 0.690. (10) The reactants are [Br:1]Br.[CH3:3][C:4]1[CH:9]=[C:8]([N+:10]([O-:12])=[O:11])[CH:7]=[CH:6][C:5]=1[OH:13]. The catalyst is CC(O)=O. The product is [Br:1][C:6]1[CH:7]=[C:8]([N+:10]([O-:12])=[O:11])[CH:9]=[C:4]([CH3:3])[C:5]=1[OH:13]. The yield is 0.800.